Task: Regression. Given a target protein amino acid sequence and a drug SMILES string, predict the binding affinity score between them. We predict KIBA score (integrated kinase binding score). Dataset: kiba.. Dataset: Kinase inhibitor bioactivity data combining Ki, Kd, and IC50 measurements (1) The drug is CN1CCCC1COc1cncc(CCc2ccccc2)c1. The target protein (O15264) has sequence MSLIRKKGFYKQDVNKTAWELPKTYVSPTHVGSGAYGSVCSAIDKRSGEKVAIKKLSRPFQSEIFAKRAYRELLLLKHMQHENVIGLLDVFTPASSLRNFYDFYLVMPFMQTDLQKIMGMEFSEEKIQYLVYQMLKGLKYIHSAGVVHRDLKPGNLAVNEDCELKILDFGLARHADAEMTGYVVTRWYRAPEVILSWMHYNQTVDIWSVGCIMAEMLTGKTLFKGKDYLDQLTQILKVTGVPGTEFVQKLNDKAAKSYIQSLPQTPRKDFTQLFPRASPQAADLLEKMLELDVDKRLTAAQALTHPFFEPFRDPEEETEAQQPFDDSLEHEKLTVDEWKQHIYKEIVNFSPIARKDSRRRSGMKL. The KIBA score is 11.2. (2) The small molecule is O=C1c2ccccc2-c2n[nH]c3cccc1c23. The target protein (P78368) has sequence MDFDKKGGKGETEEGRRMSKAGGGRSSHGIRSSGTSSGVLMVGPNFRVGKKIGCGNFGELRLGKNLYTNEYVAIKLEPIKSRAPQLHLEYRFYKQLSATEGVPQVYYFGPCGKYNAMVLELLGPSLEDLFDLCDRTFTLKTVLMIAIQLITRMEYVHTKSLIYRDVKPENFLVGRPGTKRQHAIHIIDFGLAKEYIDPETKKHIPYREHKSLTGTARYMSINTHLGKEQSRRDDLEALGHMFMYFLRGSLPWQGLKADTLKERYQKIGDTKRATPIEVLCENFPEEMATYLRYVRRLDFFEKPDYDYLRKLFTDLFDRSGFVFDYEYDWAGKPLPTPIGTVHTDLPSQPQLRDKTQPHSKNQALNSTNGELNADDPTAGHSNAPITAPAEVEVADETKCCCFFKRRKRKSLQRHK. The KIBA score is 11.5.